Dataset: Full USPTO retrosynthesis dataset with 1.9M reactions from patents (1976-2016). Task: Predict the reactants needed to synthesize the given product. (1) Given the product [Cl:1][C:2]1[CH:12]=[CH:11][C:5]2[S:6][C:7](/[CH:9]=[CH:14]/[C:15]([OH:17])=[O:16])=[CH:8][C:4]=2[CH:3]=1, predict the reactants needed to synthesize it. The reactants are: [Cl:1][C:2]1[CH:12]=[CH:11][C:5]2[S:6][C:7]([CH:9]=O)=[CH:8][C:4]=2[CH:3]=1.C(O)(=O)[CH2:14][C:15]([OH:17])=[O:16].N1C=CC=CC=1.N1CCCCC1. (2) Given the product [CH3:14][O:15][C:16]1[CH:21]=[CH:20][C:19]([NH:22][C:23]2[NH:1][C:2]3[CH:3]=[C:4]([C:9]([O:11][CH2:12][CH3:13])=[O:10])[N:5]=[CH:6][C:7]=3[N:8]=2)=[CH:18][CH:17]=1, predict the reactants needed to synthesize it. The reactants are: [NH2:1][C:2]1[C:7]([NH2:8])=[CH:6][N:5]=[C:4]([C:9]([O:11][CH2:12][CH3:13])=[O:10])[CH:3]=1.[CH3:14][O:15][C:16]1[CH:21]=[CH:20][C:19]([N:22]=[C:23]=S)=[CH:18][CH:17]=1.C1CCC(N=C=NC2CCCCC2)CC1. (3) Given the product [CH:13]([N:16]1[C:20]2[N:21]=[C:22]([C:31]3[CH:32]=[CH:33][C:34]([NH:37][C:5]([NH2:42])=[O:11])=[CH:35][CH:36]=3)[N:23]=[C:24]([N:25]3[CH2:30][CH2:29][O:28][CH2:27][CH2:26]3)[C:19]=2[N:18]=[N:17]1)([CH3:15])[CH3:14], predict the reactants needed to synthesize it. The reactants are: ClC(Cl)(O[C:5](=[O:11])OC(Cl)(Cl)Cl)Cl.[CH:13]([N:16]1[C:20]2[N:21]=[C:22]([C:31]3[CH:36]=[CH:35][C:34]([NH2:37])=[CH:33][CH:32]=3)[N:23]=[C:24]([N:25]3[CH2:30][CH2:29][O:28][CH2:27][CH2:26]3)[C:19]=2[N:18]=[N:17]1)([CH3:15])[CH3:14].[NH4+].[Cl-].CC[N:42](CC)CC. (4) Given the product [O:1]=[C:2]([C:13]1[O:14][C:15]([C:18]2[CH:23]=[CH:22][CH:21]=[CH:20][N:19]=2)=[CH:16][N:17]=1)[CH2:3][CH2:4][CH2:5][CH2:6][C:7]#[C:8][C:27]1[CH:28]=[CH:29][CH:30]=[C:25]([F:24])[CH:26]=1, predict the reactants needed to synthesize it. The reactants are: [O:1]=[C:2]([C:13]1[O:14][C:15]([C:18]2[CH:23]=[CH:22][CH:21]=[CH:20][N:19]=2)=[CH:16][N:17]=1)[CH2:3][CH2:4][CH2:5][CH2:6][C:7]#[C:8][Si](C)(C)C.[F:24][C:25]1[CH:30]=[CH:29][CH:28]=[C:27](I)[CH:26]=1. (5) Given the product [O:36]1[CH2:37][CH2:38][CH2:39][CH2:40][CH:35]1[N:4]1[C:5]2[C:10](=[CH:9][C:8]([C:11]3[N:15]=[CH:14][N:13]([C:16]([C:23]4[CH:28]=[CH:27][CH:26]=[CH:25][CH:24]=4)([C:17]4[CH:22]=[CH:21][CH:20]=[CH:19][CH:18]=4)[C:29]4[CH:30]=[CH:31][CH:32]=[CH:33][CH:34]=4)[N:12]=3)=[CH:7][CH:6]=2)[C:2]([C:7]2[CH:6]=[C:5]([NH2:4])[CH:10]=[CH:9][CH:8]=2)=[N:3]1, predict the reactants needed to synthesize it. The reactants are: Br[C:2]1[C:10]2[C:5](=[CH:6][CH:7]=[C:8]([C:11]3[N:15]=[CH:14][N:13]([C:16]([C:29]4[CH:34]=[CH:33][CH:32]=[CH:31][CH:30]=4)([C:23]4[CH:28]=[CH:27][CH:26]=[CH:25][CH:24]=4)[C:17]4[CH:22]=[CH:21][CH:20]=[CH:19][CH:18]=4)[N:12]=3)[CH:9]=2)[N:4]([CH:35]2[CH2:40][CH2:39][CH2:38][CH2:37][O:36]2)[N:3]=1.ClCCl.P([O-])([O-])([O-])=O.[K+].[K+].[K+]. (6) Given the product [C:1]([O-:13])(=[O:12])[CH2:2][C:3]([CH2:8][C:9]([O-:11])=[O:10])([C:5]([O-:7])=[O:6])[OH:4].[NH4+:14].[NH4+:14].[NH4+:14].[O:32]=[CH:33][C@@H:34]([C@H:36]([C@@H:38]([C@@H:40]([CH2:42][OH:43])[OH:41])[OH:39])[OH:37])[OH:35].[C:17]([O-:29])(=[O:28])[CH2:18][C:19]([CH2:24][C:25]([O-:27])=[O:26])([C:21]([O-:23])=[O:22])[OH:20].[NH4+:14].[NH4+:14].[NH4+:14].[OH2:31].[O:32]=[CH:33][C@@H:34]([C@H:36]([C@@H:38]([C@@H:40]([CH2:42][OH:43])[OH:41])[OH:39])[OH:37])[OH:35], predict the reactants needed to synthesize it. The reactants are: [C:1]([O-:13])(=[O:12])[CH2:2][C:3]([CH2:8][C:9]([O-:11])=[O:10])([C:5]([O-:7])=[O:6])[OH:4].[NH4+:14].[NH4+].[NH4+].[C:17]([OH:29])(=[O:28])[CH2:18][C:19]([CH2:24][C:25]([OH:27])=[O:26])([C:21]([OH:23])=[O:22])[OH:20].N.[OH2:31].[O:32]=[CH:33][C@@H:34]([C@H:36]([C@@H:38]([C@@H:40]([CH2:42][OH:43])[OH:41])[OH:39])[OH:37])[OH:35]. (7) Given the product [CH3:19][O:20][C:21]1[CH:29]=[C:28]2[C:24]([CH:25]=[N:26][NH:27]2)=[CH:23][C:22]=1[NH:30][C:2]1[C:3]2[N:10]=[C:9]([CH2:11][CH2:12][C:13]3[CH:18]=[CH:17][CH:16]=[CH:15][CH:14]=3)[S:8][C:4]=2[N:5]=[CH:6][N:7]=1, predict the reactants needed to synthesize it. The reactants are: Cl[C:2]1[C:3]2[N:10]=[C:9]([CH2:11][CH2:12][C:13]3[CH:18]=[CH:17][CH:16]=[CH:15][CH:14]=3)[S:8][C:4]=2[N:5]=[CH:6][N:7]=1.[CH3:19][O:20][C:21]1[CH:29]=[C:28]2[C:24]([CH:25]=[N:26][NH:27]2)=[CH:23][C:22]=1[NH2:30]. (8) Given the product [N:17]1([C:15]([C:9]2[CH:8]=[C:7]3[C:12]([C:13]4[CH:14]=[C:2](/[CH:26]=[CH:27]/[C:28]5[CH:33]=[CH:32][CH:31]=[CH:30][CH:29]=5)[CH:3]=[C:4]([C:23]([NH2:25])=[O:24])[C:5]=4[NH:6]3)=[CH:11][CH:10]=2)=[O:16])[CH2:22][CH2:21][O:20][CH2:19][CH2:18]1, predict the reactants needed to synthesize it. The reactants are: Br[C:2]1[CH:3]=[C:4]([C:23]([NH2:25])=[O:24])[C:5]2[NH:6][C:7]3[C:12]([C:13]=2[CH:14]=1)=[CH:11][CH:10]=[C:9]([C:15]([N:17]1[CH2:22][CH2:21][O:20][CH2:19][CH2:18]1)=[O:16])[CH:8]=3.[CH:26](/B(O)O)=[CH:27]\[C:28]1[CH:33]=[CH:32][CH:31]=[CH:30][CH:29]=1.P([O-])([O-])([O-])=O.[K+].[K+].[K+].